From a dataset of Full USPTO retrosynthesis dataset with 1.9M reactions from patents (1976-2016). Predict the reactants needed to synthesize the given product. (1) Given the product [F:17][CH2:16][CH2:15][C:3]([O:2][CH3:1])([C:4]([O:6][CH3:7])=[O:5])[C:8]([O:10][CH3:11])=[O:9], predict the reactants needed to synthesize it. The reactants are: [CH3:1][O:2][CH:3]([C:8]([O:10][CH3:11])=[O:9])[C:4]([O:6][CH3:7])=[O:5].[H-].[Na+].Br[CH2:15][CH2:16][F:17].[I-].[Na+]. (2) Given the product [CH3:13][NH:11][C:9]1[CH:8]=[CH:7][C:5]2[O:6][C:2]([F:1])([F:12])[O:3][C:4]=2[CH:10]=1, predict the reactants needed to synthesize it. The reactants are: [F:1][C:2]1([F:12])[O:6][C:5]2[CH:7]=[CH:8][C:9]([NH2:11])=[CH:10][C:4]=2[O:3]1.[C:13]([O-])([O-])=O.[K+].[K+].